Dataset: NCI-60 drug combinations with 297,098 pairs across 59 cell lines. Task: Regression. Given two drug SMILES strings and cell line genomic features, predict the synergy score measuring deviation from expected non-interaction effect. (1) Drug 1: CN1CCC(CC1)COC2=C(C=C3C(=C2)N=CN=C3NC4=C(C=C(C=C4)Br)F)OC. Drug 2: C1=CC=C(C(=C1)C(C2=CC=C(C=C2)Cl)C(Cl)Cl)Cl. Cell line: CAKI-1. Synergy scores: CSS=39.0, Synergy_ZIP=0.0832, Synergy_Bliss=4.14, Synergy_Loewe=-37.3, Synergy_HSA=4.25. (2) Drug 1: C1CCC(C1)C(CC#N)N2C=C(C=N2)C3=C4C=CNC4=NC=N3. Drug 2: C(CCl)NC(=O)N(CCCl)N=O. Cell line: MOLT-4. Synergy scores: CSS=11.0, Synergy_ZIP=-3.47, Synergy_Bliss=0.597, Synergy_Loewe=-0.173, Synergy_HSA=0.559.